Dataset: Full USPTO retrosynthesis dataset with 1.9M reactions from patents (1976-2016). Task: Predict the reactants needed to synthesize the given product. Given the product [Cl:18][C:19]1[CH:24]=[C:23]([Cl:25])[CH:22]=[C:21]([CH3:26])[C:20]=1[S:27]([NH:14][C:12]1[CH:11]=[CH:10][CH:9]=[C:8]([CH2:7][O:6][CH2:5][C:4]2[CH:15]=[CH:16][CH:17]=[C:2]([Cl:1])[CH:3]=2)[N:13]=1)(=[O:29])=[O:28], predict the reactants needed to synthesize it. The reactants are: [Cl:1][C:2]1[CH:3]=[C:4]([CH:15]=[CH:16][CH:17]=1)[CH2:5][O:6][CH2:7][C:8]1[N:13]=[C:12]([NH2:14])[CH:11]=[CH:10][CH:9]=1.[Cl:18][C:19]1[CH:24]=[C:23]([Cl:25])[CH:22]=[C:21]([CH3:26])[C:20]=1[S:27](Cl)(=[O:29])=[O:28].